Predict the reactants needed to synthesize the given product. From a dataset of Full USPTO retrosynthesis dataset with 1.9M reactions from patents (1976-2016). (1) Given the product [Br:22][CH2:1][C:2]1[CH:11]=[CH:10][CH:9]=[C:8]([N+:12]([O-:14])=[O:13])[C:3]=1[C:4]([O:6][CH3:7])=[O:5], predict the reactants needed to synthesize it. The reactants are: [CH3:1][C:2]1[CH:11]=[CH:10][CH:9]=[C:8]([N+:12]([O-:14])=[O:13])[C:3]=1[C:4]([O:6][CH3:7])=[O:5].C1C(=O)N([Br:22])C(=O)C1. (2) Given the product [F:44][C:43]1[C:39]2[CH2:40][CH2:41][O:42][C:38]=2[C:37]([O:45][CH3:46])=[CH:36][C:35]=1[CH:21]([NH:22][C:23]1[CH:28]=[CH:27][C:26]([C:29]2[N:33]=[C:32]([CH3:34])[O:31][N:30]=2)=[CH:25][CH:24]=1)[C:20]1[NH:19][C:18](=[O:17])[N:1]([C:3]2[N:8]=[CH:7][CH:6]=[CH:5][N:4]=2)[N:2]=1, predict the reactants needed to synthesize it. The reactants are: [NH:1]([C:3]1[N:8]=[CH:7][CH:6]=[CH:5][N:4]=1)[NH2:2].C(N(CC)CC)C.C[O:17][C:18](=O)[N:19]=[C:20](SC)[C:21]([C:35]1[CH:36]=[C:37]([O:45][CH3:46])[C:38]2[O:42][CH2:41][CH2:40][C:39]=2[C:43]=1[F:44])=[N:22][C:23]1[CH:28]=[CH:27][C:26]([C:29]2[N:33]=[C:32]([CH3:34])[O:31][N:30]=2)=[CH:25][CH:24]=1. (3) Given the product [CH2:8]([O:10][CH:11]([O:14][CH2:15][CH3:16])[CH2:12][N:13]=[CH:6][C:2]1[S:1][CH:5]=[CH:4][CH:3]=1)[CH3:9], predict the reactants needed to synthesize it. The reactants are: [S:1]1[CH:5]=[CH:4][CH:3]=[C:2]1[CH:6]=O.[CH2:8]([O:10][CH:11]([O:14][CH2:15][CH3:16])[CH2:12][NH2:13])[CH3:9].O. (4) Given the product [Cl:48][C:45]([F:46])([F:47])[O:44][C:41]1[CH:42]=[CH:43][C:38]([NH:37][C:35](=[O:36])[C:34]2[CH:49]=[C:30]([C:11]3[NH:7][N:8]=[CH:9][CH:10]=3)[C:31]([N:50]3[CH2:54][CH2:53][C@@H:52]([OH:55])[CH2:51]3)=[N:32][CH:33]=2)=[CH:39][CH:40]=1, predict the reactants needed to synthesize it. The reactants are: O1CCCCC1[N:7]1[C:11](B2OC(C)(C)C(C)(C)O2)=[CH:10][CH:9]=[N:8]1.[O-]P([O-])([O-])=O.[K+].[K+].[K+].Br[C:30]1[C:31]([N:50]2[CH2:54][CH2:53][C@@H:52]([OH:55])[CH2:51]2)=[N:32][CH:33]=[C:34]([CH:49]=1)[C:35]([NH:37][C:38]1[CH:43]=[CH:42][C:41]([O:44][C:45]([Cl:48])([F:47])[F:46])=[CH:40][CH:39]=1)=[O:36]. (5) Given the product [C:6]([C:7]1[CH:12]=[CH:11][C:10]([C:13]2[CH:18]=[CH:17][CH:16]=[CH:15][N:14]=2)=[CH:9][CH:8]=1)#[CH:5], predict the reactants needed to synthesize it. The reactants are: C[Si]([C:5]#[C:6][C:7]1[CH:12]=[CH:11][C:10]([C:13]2[CH:18]=[CH:17][CH:16]=[CH:15][N:14]=2)=[CH:9][CH:8]=1)(C)C.[F-].C([N+](CCCC)(CCCC)CCCC)CCC.[OH-].[K+].CO.ClCCl. (6) The reactants are: [CH:1]([C:4]1[CH:9]=[CH:8][CH:7]=[CH:6][C:5]=1C(C)C)([CH3:3])[CH3:2]. Given the product [C:4]1([CH:1]([CH3:3])[CH3:2])[CH:9]=[CH:8][CH:7]=[CH:6][CH:5]=1, predict the reactants needed to synthesize it. (7) The reactants are: C([O:3][C:4](=[O:36])[C:5]([F:35])([F:34])[CH:6]1[C:15]2[C:10](=[CH:11][C:12]([O:16][CH2:17][C:18]3[CH:19]=[C:20]([C:24]4[CH:29]=[CH:28][C:27]([C:30]([F:33])([F:32])[F:31])=[CH:26][CH:25]=4)[CH:21]=[CH:22][CH:23]=3)=[CH:13][CH:14]=2)[CH2:9][CH2:8][CH2:7]1)C.[OH-].[Na+]. Given the product [F:34][C:5]([F:35])([CH:6]1[C:15]2[C:10](=[CH:11][C:12]([O:16][CH2:17][C:18]3[CH:19]=[C:20]([C:24]4[CH:25]=[CH:26][C:27]([C:30]([F:31])([F:33])[F:32])=[CH:28][CH:29]=4)[CH:21]=[CH:22][CH:23]=3)=[CH:13][CH:14]=2)[CH2:9][CH2:8][CH2:7]1)[C:4]([OH:36])=[O:3], predict the reactants needed to synthesize it.